Dataset: Reaction yield outcomes from USPTO patents with 853,638 reactions. Task: Predict the reaction yield, written as a fraction of the theoretical maximum amount of product (1.0 means a 100% yield; for example, 0.34 means a 34% yield). (1) The catalyst is COCCOC.C([O-])([O-])=O.[Na+].[Na+].C1C=CC([P]([Pd]([P](C2C=CC=CC=2)(C2C=CC=CC=2)C2C=CC=CC=2)([P](C2C=CC=CC=2)(C2C=CC=CC=2)C2C=CC=CC=2)[P](C2C=CC=CC=2)(C2C=CC=CC=2)C2C=CC=CC=2)(C2C=CC=CC=2)C2C=CC=CC=2)=CC=1. The product is [F:47][C:44]1([F:46])[O:43][C:42]2[CH:48]=[CH:49][C:39]([C:36]3([C:34]([NH:33][C:31]4[CH:30]=[CH:29][C:28]([CH3:50])=[C:27]([C:12]5[CH:13]=[CH:14][C:9]([C:3]([OH:8])([C:4]([F:6])([F:5])[F:7])[C:2]([F:1])([F:25])[F:24])=[CH:10][CH:11]=5)[N:32]=4)=[O:35])[CH2:38][CH2:37]3)=[CH:40][C:41]=2[O:45]1. The yield is 0.750. The reactants are [F:1][C:2]([F:25])([F:24])[C:3]([C:9]1[CH:14]=[CH:13][C:12](B2OC(C)(C)C(C)(C)O2)=[CH:11][CH:10]=1)([OH:8])[C:4]([F:7])([F:6])[F:5].Cl[C:27]1[N:32]=[C:31]([NH:33][C:34]([C:36]2([C:39]3[CH:49]=[CH:48][C:42]4[O:43][C:44]([F:47])([F:46])[O:45][C:41]=4[CH:40]=3)[CH2:38][CH2:37]2)=[O:35])[CH:30]=[CH:29][C:28]=1[CH3:50]. (2) The reactants are Br[C:2]1[CH:3]=[C:4]2[C:9](=[CH:10][CH:11]=1)[N:8]=[CH:7][C:6]([C:12]([CH:14]1[CH2:16][CH2:15]1)=[O:13])=[C:5]2[NH:17][C:18]1[CH:19]=[CH:20][C:21]([N:24]2[CH2:29][CH2:28][CH2:27][C@@H:26]([NH:30]C(=O)OC(C)(C)C)[CH2:25]2)=[N:22][CH:23]=1.[Cl:38][C:39]1[CH:44]=[C:43](B2OC(C)(C)C(C)(C)O2)[CH:42]=[C:41]([Cl:54])[C:40]=1[OH:55]. The yield is 0.190. The product is [NH2:30][C@@H:26]1[CH2:27][CH2:28][CH2:29][N:24]([C:21]2[N:22]=[CH:23][C:18]([NH:17][C:5]3[C:4]4[C:9](=[CH:10][CH:11]=[C:2]([C:43]5[CH:44]=[C:39]([Cl:38])[C:40]([OH:55])=[C:41]([Cl:54])[CH:42]=5)[CH:3]=4)[N:8]=[CH:7][C:6]=3[C:12]([CH:14]3[CH2:16][CH2:15]3)=[O:13])=[CH:19][CH:20]=2)[CH2:25]1. No catalyst specified. (3) The reactants are [Br:1][C:2]1[N:7]=[C:6]([NH:8][CH2:9][CH2:10][CH2:11][N:12]2[CH2:17][CH2:16][CH2:15][CH2:14][CH2:13]2)[C:5]([NH2:18])=[CH:4][CH:3]=1.[CH3:19][O:20][C:21]1[CH:26]=[CH:25][C:24]([N:27]=[C:28]=S)=[CH:23][CH:22]=1.C(=O)(O)[O-].[Na+]. The product is [Br:1][C:2]1[N:7]=[C:6]2[N:8]([CH2:9][CH2:10][CH2:11][N:12]3[CH2:17][CH2:16][CH2:15][CH2:14][CH2:13]3)[C:28]([NH:27][C:24]3[CH:25]=[CH:26][C:21]([O:20][CH3:19])=[CH:22][CH:23]=3)=[N:18][C:5]2=[CH:4][CH:3]=1. The catalyst is C1COCC1. The yield is 0.770. (4) The reactants are [C:1]([O:5][C:6]([N:8]1[C:13]2[CH:14]=[C:15]([Cl:19])[C:16]([OH:18])=[CH:17][C:12]=2[O:11][CH:10]([C:20]([N:22]2[CH2:27][CH2:26][CH:25]([O:28][C:29]3[CH:34]=[CH:33][C:32]([F:35])=[CH:31][CH:30]=3)[CH2:24][CH2:23]2)=[O:21])[CH2:9]1)=[O:7])([CH3:4])([CH3:3])[CH3:2].[C:36]([O-])([O-])=O.[K+].[K+].CI. The catalyst is CC(C)=O. The product is [C:1]([O:5][C:6]([N:8]1[C:13]2[CH:14]=[C:15]([Cl:19])[C:16]([O:18][CH3:36])=[CH:17][C:12]=2[O:11][CH:10]([C:20]([N:22]2[CH2:27][CH2:26][CH:25]([O:28][C:29]3[CH:30]=[CH:31][C:32]([F:35])=[CH:33][CH:34]=3)[CH2:24][CH2:23]2)=[O:21])[CH2:9]1)=[O:7])([CH3:4])([CH3:2])[CH3:3]. The yield is 0.959. (5) The reactants are [O:1]=[C:2]1[CH2:25][O:24][C:5]2=[CH:6][CH:7]=[C:8]3[C:12]([N:11]([CH2:13][CH:14]([NH:16][C:17](=[O:23])[O:18][C:19]([CH3:22])([CH3:21])[CH3:20])[CH3:15])[N:10]=[CH:9]3)=[C:4]2[NH:3]1.[H-].[Na+].IC.[CH3:30]N(C)C=O. The catalyst is O1CCCC1. The product is [CH3:30][N:3]1[C:4]2[C:5](=[CH:6][CH:7]=[C:8]3[C:12]=2[N:11]([CH2:13][C@@H:14]([NH:16][C:17](=[O:23])[O:18][C:19]([CH3:21])([CH3:20])[CH3:22])[CH3:15])[N:10]=[CH:9]3)[O:24][CH2:25][C:2]1=[O:1]. The yield is 0.570.